Predict the reactants needed to synthesize the given product. From a dataset of Full USPTO retrosynthesis dataset with 1.9M reactions from patents (1976-2016). (1) Given the product [Cl:1][C:2]1[N:6]([CH:7]2[CH2:8][CH2:9][O:10][CH2:11][CH2:12]2)[N:5]=[CH:4][C:3]=1[NH2:13], predict the reactants needed to synthesize it. The reactants are: [Cl:1][C:2]1[N:6]([CH:7]2[CH2:12][CH2:11][O:10][CH2:9][CH2:8]2)[N:5]=[CH:4][C:3]=1[N+:13]([O-])=O.[Cl-].[NH4+]. (2) Given the product [F:29][C:26]1[CH:25]=[CH:24][C:23]([C:20]2[NH:21][CH:22]=[C:18]([CH2:17][CH2:16][CH2:15][NH:14][C:6](=[O:11])[C:7]([F:8])([F:9])[F:10])[C:19]=2[C:30]2[CH:35]=[CH:34][N:33]=[CH:32][CH:31]=2)=[CH:28][CH:27]=1, predict the reactants needed to synthesize it. The reactants are: [F:8][C:7]([F:10])([F:9])[C:6](O[C:6](=[O:11])[C:7]([F:10])([F:9])[F:8])=[O:11].[NH2:14][CH2:15][CH2:16][CH2:17][C:18]1[C:19]([C:30]2[CH:35]=[CH:34][N:33]=[CH:32][CH:31]=2)=[C:20]([C:23]2[CH:28]=[CH:27][C:26]([F:29])=[CH:25][CH:24]=2)[NH:21][CH:22]=1.C(=O)([O-])O.[Na+]. (3) The reactants are: CC(N[C:5]1[CH:10]=[C:9](S([O-])(=O)=O)[CH:8]=[C:7]2[CH:15]=[C:16](S([O-])(=O)=O)/[C:17](/[C:26](=[O:27])[C:6]=12)=[N:18]\[NH:19][C:20]1[CH:25]=[CH:24][CH:23]=[CH:22][CH:21]=1)=O.[Na+:32].[Na+].CCN(C1C=CC(C(C2C=CC(N(CC3C=CC=C([S:44]([O-:47])(=[O:46])=[O:45])C=3)CC)=CC=2)=C2C=CC(=[N+](C)C)C=C2)=CC=1)CC1C=CC=C([S:44]([O-:47])(=[O:46])=[O:45])C=1.[Na+].C1C(S([O-])(=O)=[O:92])=CC2C([O-])=C([N+]([O-])=O)C=C([N+]([O-])=O)C=2C=1.[Na+].[Na+]. Given the product [CH:8]1[CH:9]=[C:10]2[CH:5]=[CH:6][C:26](/[C:17](=[N:18]\[NH:19][C:20]3[CH:21]=[C:22]([S:44]([O-:47])(=[O:46])=[O:45])[CH:23]=[CH:24][C:25]=3[OH:92])/[C:16]2=[CH:15][CH:7]=1)=[O:27].[Na+:32], predict the reactants needed to synthesize it. (4) Given the product [CH3:50][N:2]([CH3:1])[CH2:3][C:4]([N:6]1[C:14]2[C:9](=[CH:10][C:11]([O:47][CH3:48])=[C:12]([NH:15][C:16]3[NH:21][C:20]4=[N:22][CH:23]=[CH:24][C:19]4=[C:18]([NH:35][C:36]4[CH:45]=[CH:44][CH:43]=[C:42]([F:46])[C:37]=4[C:38]([NH:40][CH3:41])=[O:39])[N:17]=3)[CH:13]=2)[CH2:8][C@@H:7]1[CH3:49])=[O:5], predict the reactants needed to synthesize it. The reactants are: [CH3:1][N:2]([CH3:50])[CH2:3][C:4]([N:6]1[C:14]2[C:9](=[CH:10][C:11]([O:47][CH3:48])=[C:12]([NH:15][C:16]3[N:17]=[C:18]([NH:35][C:36]4[CH:45]=[CH:44][CH:43]=[C:42]([F:46])[C:37]=4[C:38]([NH:40][CH3:41])=[O:39])[C:19]4[CH:24]=[CH:23][N:22](S(C5C=CC(C)=CC=5)(=O)=O)[C:20]=4[N:21]=3)[CH:13]=2)[CH2:8][C@@H:7]1[CH3:49])=[O:5].[OH-].[Na+].[Na+].[Cl-]. (5) Given the product [CH3:1][C:2]1([CH3:11])[O:6][C@@H:5]([CH2:7][CH2:8][NH2:10])[CH2:4][O:3]1, predict the reactants needed to synthesize it. The reactants are: [CH3:1][C:2]1([CH3:11])[O:6][C@@H:5]([CH2:7][C:8]([NH2:10])=O)[CH2:4][O:3]1.[H-].[Al+3].[Li+].[H-].[H-].[H-].